Dataset: Full USPTO retrosynthesis dataset with 1.9M reactions from patents (1976-2016). Task: Predict the reactants needed to synthesize the given product. Given the product [NH2:10][C@H:6]1[C@@H:7]([OH:9])[CH2:8][C@H:3]([CH:2]([F:1])[F:16])[C@@H:4]([OH:15])[C@@H:5]1[OH:14], predict the reactants needed to synthesize it. The reactants are: [F:1][CH:2]([F:16])[C@H:3]1[CH2:8][C@H:7]([OH:9])[C@H:6]([NH:10]C(=O)C)[C@@H:5]([OH:14])[C@@H:4]1[OH:15].[OH-].[Na+].